From a dataset of Catalyst prediction with 721,799 reactions and 888 catalyst types from USPTO. Predict which catalyst facilitates the given reaction. (1) Reactant: [CH3:1][N:2]1[CH:6]=[CH:5][N:4]=[C:3]1[CH:7]=[O:8].[Br:9]N1C(=O)CCC1=O.O. Product: [Br:9][C:5]1[N:4]=[C:3]([CH:7]=[O:8])[N:2]([CH3:1])[CH:6]=1. The catalyst class is: 3. (2) Reactant: [NH2:1][C:2]1[CH:3]=[N:4][CH:5]=[CH:6][C:7]=1[C:8]([NH2:10])=[O:9].C(N(CC)C(C)C)(C)C.[Cl:20][CH2:21][C:22](Cl)=[O:23]. Product: [Cl:20][CH2:21][C:22]([NH:1][C:2]1[CH:3]=[N:4][CH:5]=[CH:6][C:7]=1[C:8]([NH2:10])=[O:9])=[O:23]. The catalyst class is: 7.